Dataset: Forward reaction prediction with 1.9M reactions from USPTO patents (1976-2016). Task: Predict the product of the given reaction. (1) Given the reactants Br[C:2]1[CH:7]=[CH:6][C:5]([S:8]([NH:11][C:12]2[CH:17]=[C:16]([N:18]3[CH2:23][C@H:22]([CH3:24])[NH:21][C@H:20]([CH3:25])[CH2:19]3)[CH:15]=[CH:14][C:13]=2[O:26][CH3:27])(=[O:10])=[O:9])=[CH:4][CH:3]=1.[Cl:28][C:29]1[CH:30]=[C:31](B(O)O)[CH:32]=[CH:33][CH:34]=1.CC(C)([O-])C.[K+], predict the reaction product. The product is: [Cl:28][C:29]1[CH:34]=[C:33]([C:2]2[CH:3]=[CH:4][C:5]([S:8]([NH:11][C:12]3[CH:17]=[C:16]([N:18]4[CH2:19][C@H:20]([CH3:25])[NH:21][C@H:22]([CH3:24])[CH2:23]4)[CH:15]=[CH:14][C:13]=3[O:26][CH3:27])(=[O:10])=[O:9])=[CH:6][CH:7]=2)[CH:32]=[CH:31][CH:30]=1. (2) Given the reactants [C:1]1([SH:7])[CH:6]=[CH:5][CH:4]=[CH:3][CH:2]=1.[C:8](Cl)(=[O:12])[C:9](Cl)=[O:10].[Cl-].[Al+3].[Cl-].[Cl-], predict the reaction product. The product is: [S:7]1[C:1]2[CH:6]=[CH:5][CH:4]=[CH:3][C:2]=2[C:9](=[O:10])[C:8]1=[O:12]. (3) Given the reactants [C:1]1(=[N:7][OH:8])[CH2:6][CH2:5][CH2:4][CH2:3][CH2:2]1.C([O-])(=O)C.C([O-])(=O)C.C([O-])(=O)C.C([O-])(=O)C.[Pb+4].[F:26][C:27]([F:35])([F:34])[CH:28]([CH3:33])[CH2:29][C:30]([OH:32])=[O:31], predict the reaction product. The product is: [F:26][C:27]([F:35])([F:34])[CH:28]([CH3:33])[CH2:29][C:30]([O:32][C:1]1([N:7]=[O:8])[CH2:6][CH2:5][CH2:4][CH2:3][CH2:2]1)=[O:31].